From a dataset of Full USPTO retrosynthesis dataset with 1.9M reactions from patents (1976-2016). Predict the reactants needed to synthesize the given product. (1) Given the product [F:25][C:26]([F:31])([F:30])[C:27]([OH:29])=[O:28].[C:22]([C:19]1([NH:18][C:17]([C@@H:9]2[CH2:10][C@@H:11]([S:13]([CH3:16])(=[O:15])=[O:14])[CH2:12][NH:8]2)=[O:24])[CH2:20][CH2:21]1)#[N:23], predict the reactants needed to synthesize it. The reactants are: C(OC([N:8]1[CH2:12][C@H:11]([S:13]([CH3:16])(=[O:15])=[O:14])[CH2:10][C@H:9]1[C:17](=[O:24])[NH:18][C:19]1([C:22]#[N:23])[CH2:21][CH2:20]1)=O)(C)(C)C.[F:25][C:26]([F:31])([F:30])[C:27]([OH:29])=[O:28]. (2) Given the product [CH2:7]([C:15]1[CH:16]=[CH:17][C:18]([O:19][CH2:20][CH:21]([OH:22])[CH2:23][N:2]2[CH:6]=[CH:5][CH:4]=[N:3]2)=[CH:24][CH:25]=1)[CH2:8][CH2:9][CH2:10][CH2:11][CH2:12][CH2:13][CH3:14], predict the reactants needed to synthesize it. The reactants are: [Na].[NH:2]1[CH:6]=[CH:5][CH:4]=[N:3]1.[CH2:7]([C:15]1[CH:25]=[CH:24][C:18]([O:19][CH2:20][CH:21]2[CH2:23][O:22]2)=[CH:17][CH:16]=1)[CH2:8][CH2:9][CH2:10][CH2:11][CH2:12][CH2:13][CH3:14].[Na+].[Cl-]. (3) Given the product [OH:2][C:3]1[CH:4]=[C:5]([B:19]([OH:23])[OH:20])[CH:6]=[C:7](/[CH:9]=[CH:10]/[C:11]2[CH:12]=[CH:13][C:14]([OH:17])=[CH:15][CH:16]=2)[CH:8]=1, predict the reactants needed to synthesize it. The reactants are: C[O:2][C:3]1[CH:4]=[C:5]([B:19]2[O:23]C(C)(C)C(C)(C)[O:20]2)[CH:6]=[C:7](/[CH:9]=[CH:10]/[C:11]2[CH:16]=[CH:15][C:14]([O:17]C)=[CH:13][CH:12]=2)[CH:8]=1.B(Br)(Br)Br. (4) The reactants are: [N:1]1[CH:6]=[CH:5][C:4]([C:7]2[CH:8]=[CH:9][C:10]([NH2:13])=[N:11][CH:12]=2)=[CH:3][N:2]=1.[CH3:14][C:15]1[CH:16]=[C:17]([CH2:27][C:28](O)=[O:29])[CH:18]=[CH:19][C:20]=1[C:21]1[CH:26]=[CH:25][N:24]=[N:23][CH:22]=1.CN(C(ON1N=NC2C=CC=NC1=2)=[N+](C)C)C.F[P-](F)(F)(F)(F)F.CCN(C(C)C)C(C)C.C([O-])([O-])=O.[Na+].[Na+]. Given the product [CH3:14][C:15]1[CH:16]=[C:17]([CH2:27][C:28]([NH:13][C:10]2[CH:9]=[CH:8][C:7]([C:4]3[CH:5]=[CH:6][N:1]=[N:2][CH:3]=3)=[CH:12][N:11]=2)=[O:29])[CH:18]=[CH:19][C:20]=1[C:21]1[CH:26]=[CH:25][N:24]=[N:23][CH:22]=1, predict the reactants needed to synthesize it. (5) Given the product [CH3:25][O:24][C:7]1[CH:6]=[CH:5][C:4]2[N:3]=[C:2]([NH:26][C:27]3[CH:28]=[CH:29][C:30]4[NH:35][C:34](=[O:36])[CH2:33][O:32][C:31]=4[CH:37]=3)[C:11]3[NH:12][N:13]=[CH:14][C:10]=3[C:9]=2[CH:8]=1, predict the reactants needed to synthesize it. The reactants are: Cl[C:2]1[C:11]2=[N:12][N:13](CC3C=CC(OC)=CC=3)[CH:14]=[C:10]2[C:9]2[CH:8]=[C:7]([O:24][CH3:25])[CH:6]=[CH:5][C:4]=2[N:3]=1.[NH2:26][C:27]1[CH:28]=[CH:29][C:30]2[NH:35][C:34](=[O:36])[CH2:33][O:32][C:31]=2[CH:37]=1.Cl. (6) Given the product [CH2:28]([O:32][C:33]([N:35]1[CH2:36][CH2:37][N:38]([C:11](=[O:12])[C:10]2[CH:14]=[C:15]([O:17][C:18]3[CH:19]=[CH:20][C:21]([C:24]#[N:25])=[CH:22][CH:23]=3)[CH:16]=[C:8]([O:7][C:6]3[CH:5]=[CH:4][C:3]([C:1]#[N:2])=[CH:27][CH:26]=3)[CH:9]=2)[CH2:39][CH2:40]1)=[O:34])[CH3:29], predict the reactants needed to synthesize it. The reactants are: [C:1]([C:3]1[CH:27]=[CH:26][C:6]([O:7][C:8]2[CH:9]=[C:10]([CH:14]=[C:15]([O:17][C:18]3[CH:23]=[CH:22][C:21]([C:24]#[N:25])=[CH:20][CH:19]=3)[CH:16]=2)[C:11](O)=[O:12])=[CH:5][CH:4]=1)#[N:2].[C:28]([O:32][C:33]([N:35]1[CH2:40][CH2:39][NH:38][CH2:37][CH2:36]1)=[O:34])(C)(C)[CH3:29].